Predict the reactants needed to synthesize the given product. From a dataset of Full USPTO retrosynthesis dataset with 1.9M reactions from patents (1976-2016). Given the product [NH2:8][CH:9]([CH:33]([O:35][CH3:36])[CH3:34])[C:10]([N:12]1[CH2:16][CH2:15][CH:14]([O:17][C:18](=[O:20])[CH3:19])[CH:13]1[CH2:21][C:22]1[C:30]2[C:25](=[CH:26][C:27]([F:31])=[CH:28][CH:29]=2)[NH:24][C:23]=1[Cl:32])=[O:11], predict the reactants needed to synthesize it. The reactants are: C(OC([NH:8][CH:9]([CH:33]([O:35][CH3:36])[CH3:34])[C:10]([N:12]1[CH2:16][CH2:15][CH:14]([O:17][C:18](=[O:20])[CH3:19])[CH:13]1[CH2:21][C:22]1[C:30]2[C:25](=[CH:26][C:27]([F:31])=[CH:28][CH:29]=2)[NH:24][C:23]=1[Cl:32])=[O:11])=O)(C)(C)C.C(O)(C(F)(F)F)=O.